Task: Binary Classification. Given a miRNA mature sequence and a target amino acid sequence, predict their likelihood of interaction.. Dataset: Experimentally validated miRNA-target interactions with 360,000+ pairs, plus equal number of negative samples The miRNA is hsa-miR-29b-3p with sequence UAGCACCAUUUGAAAUCAGUGUU. The protein sequence of the target gene is MFSSSAKIVKPNGEKPDEFESGISQALLELEMNSDLKAQLRELNITAAKEIEVGGGRKAIIIFVPVPQLKSFQKIQVRLVRELEKKFSGKHVVFIAQRRILPKPTRKSRTKNKQKRPRSRTLTAVHDAILEDLVFPSEIVGKRIRVKLDGSRLIKVHLDKAQQNNVEHKVETFSGVYKKLTGKDVNFEFPEFQL. Result: 0 (no interaction).